Dataset: Forward reaction prediction with 1.9M reactions from USPTO patents (1976-2016). Task: Predict the product of the given reaction. (1) Given the reactants Br[C:2]1[N:3]=[C:4]([NH:22]CC2C=CC(OC)=CC=2)[C:5]([NH:8][C:9]([C:11]2[N:12]([CH3:21])[N:13]=[C:14]([C:17]([CH3:20])([CH3:19])[CH3:18])[C:15]=2[Cl:16])=O)=[N:6][CH:7]=1.[C:32](O)([C:34]([F:37])([F:36])[F:35])=O, predict the reaction product. The product is: [C:17]([C:14]1[C:15]([Cl:16])=[C:11]([C:9]2[NH:22][C:4]3=[N:3][C:2]([C:18]4[CH:17]=[CH:14][CH:15]=[CH:11][C:32]=4[C:34]([F:37])([F:36])[F:35])=[CH:7][N:6]=[C:5]3[N:8]=2)[N:12]([CH3:21])[N:13]=1)([CH3:20])([CH3:18])[CH3:19]. (2) Given the reactants S(Cl)([Cl:3])=O.[NH2:5][C:6]1[C:15]2[N:16]=[C:17]([CH2:24][NH:25][C:26]([NH:28][CH3:29])=[O:27])[N:18]([CH2:19][CH2:20][CH2:21][CH2:22]O)[C:14]=2[C:13]2[CH2:12][CH2:11][CH2:10][CH2:9][C:8]=2[N:7]=1.CO, predict the reaction product. The product is: [NH2:5][C:6]1[C:15]2[N:16]=[C:17]([CH2:24][NH:25][C:26]([NH:28][CH3:29])=[O:27])[N:18]([CH2:19][CH2:20][CH2:21][CH2:22][Cl:3])[C:14]=2[C:13]2[CH2:12][CH2:11][CH2:10][CH2:9][C:8]=2[N:7]=1. (3) Given the reactants [CH2:1]([C:3]1[S:4][C:5]([CH2:9]O)=[C:6]([CH3:8])[N:7]=1)[CH3:2].P(Br)(Br)[Br:12].C(=O)(O)[O-].[Na+], predict the reaction product. The product is: [Br:12][CH2:9][C:5]1[S:4][C:3]([CH2:1][CH3:2])=[N:7][C:6]=1[CH3:8]. (4) Given the reactants [C:1]([O:5][C:6]([NH:8][CH:9]([C@H:13]([CH3:21])[CH2:14][CH:15]([CH3:20])[CH2:16][CH2:17][CH:18]=[CH2:19])[C:10]([OH:12])=O)=[O:7])([CH3:4])([CH3:3])[CH3:2].CCN(C(C)C)C(C)C.CN(C(ON1N=NC2C=CC=NC1=2)=[N+](C)C)C.F[P-](F)(F)(F)(F)F.[OH:55][C@H:56]1[CH2:60][NH:59][C@H:58]([C:61]([O:63][CH3:64])=[O:62])[CH2:57]1, predict the reaction product. The product is: [C:1]([O:5][C:6]([NH:8][CH:9]([C@H:13]([CH3:21])[CH2:14][CH:15]([CH3:20])[CH2:16][CH2:17][CH:18]=[CH2:19])[C:10]([N:59]1[CH2:60][C@H:56]([OH:55])[CH2:57][C@H:58]1[C:61]([O:63][CH3:64])=[O:62])=[O:12])=[O:7])([CH3:2])([CH3:3])[CH3:4]. (5) Given the reactants C(Cl)(=O)C(Cl)=O.CS(C)=O.[CH3:11][CH:12]([CH3:33])[CH2:13][C:14]1[CH:19]=[CH:18][C:17]([C:20]2[O:24][N:23]=[C:22]([C:25]3[CH:30]=[CH:29][C:28]([CH2:31][OH:32])=[CH:27][CH:26]=3)[N:21]=2)=[CH:16][CH:15]=1.C(N(CC)C(C)C)(C)C, predict the reaction product. The product is: [CH3:11][CH:12]([CH3:33])[CH2:13][C:14]1[CH:15]=[CH:16][C:17]([C:20]2[O:24][N:23]=[C:22]([C:25]3[CH:30]=[CH:29][C:28]([CH:31]=[O:32])=[CH:27][CH:26]=3)[N:21]=2)=[CH:18][CH:19]=1. (6) Given the reactants C([O:3][C:4](=[O:21])[CH:5]([S:7][C:8]1[N:12]([C:13]2[CH:18]=[C:17]([CH3:19])[CH:16]=[CH:15][C:14]=2[CH3:20])[N:11]=[N:10][N:9]=1)[CH3:6])C, predict the reaction product. The product is: [CH3:20][C:14]1[CH:15]=[CH:16][C:17]([CH3:19])=[CH:18][C:13]=1[N:12]1[C:8]([S:7][CH:5]([CH3:6])[C:4]([OH:21])=[O:3])=[N:9][N:10]=[N:11]1. (7) Given the reactants Br[C:2]1[CH:7]=[CH:6][C:5]([Br:8])=[CH:4][N:3]=1.[CH2:9]([O:16][CH2:17][CH2:18][OH:19])[C:10]1[CH:15]=[CH:14][CH:13]=[CH:12][CH:11]=1, predict the reaction product. The product is: [CH2:9]([O:16][CH2:17][CH2:18][O:19][C:2]1[CH:7]=[CH:6][C:5]([Br:8])=[CH:4][N:3]=1)[C:10]1[CH:15]=[CH:14][CH:13]=[CH:12][CH:11]=1. (8) Given the reactants Cl[C:2]1[N:7]=[C:6]([C:8]2[S:12][C:11]([NH:13][CH2:14][CH3:15])=[N:10][C:9]=2[C:16]2[CH:21]=[C:20]([O:22][CH3:23])[CH:19]=[C:18]([CH3:24])[CH:17]=2)[CH:5]=[CH:4][N:3]=1.[F:25][C:26]1[CH:27]=[C:28]([NH2:41])[CH:29]=[CH:30][C:31]=1[N:32]1[CH2:37][CH2:36][N:35]([CH2:38][CH2:39][F:40])[CH2:34][CH2:33]1, predict the reaction product. The product is: [CH2:14]([NH:13][C:11]1[S:12][C:8]([C:6]2[CH:5]=[CH:4][N:3]=[C:2]([NH:41][C:28]3[CH:29]=[CH:30][C:31]([N:32]4[CH2:37][CH2:36][N:35]([CH2:38][CH2:39][F:40])[CH2:34][CH2:33]4)=[C:26]([F:25])[CH:27]=3)[N:7]=2)=[C:9]([C:16]2[CH:21]=[C:20]([O:22][CH3:23])[CH:19]=[C:18]([CH3:24])[CH:17]=2)[N:10]=1)[CH3:15]. (9) Given the reactants Cl.[C:2]([NH:6][OH:7])([CH3:5])([CH3:4])[CH3:3].[CH2:8]([N:10]([CH2:22][CH3:23])[S:11]([C:14]1[CH:21]=[CH:20][CH:19]=[CH:18][C:15]=1[CH:16]=O)(=[O:13])=[O:12])[CH3:9], predict the reaction product. The product is: [C:2]([N+:6]([O-:7])=[CH:16][C:15]1[CH:18]=[CH:19][CH:20]=[CH:21][C:14]=1[S:11](=[O:13])(=[O:12])[N:10]([CH2:22][CH3:23])[CH2:8][CH3:9])([CH3:5])([CH3:4])[CH3:3]. (10) The product is: [O:1]1[C:12]2[C:4](=[CH:5][C:6](=[CH:10][CH:11]=2)[CH2:7][CH:8]2[O:18][CH2:9]2)[O:3][CH2:2]1. Given the reactants [O:1]1[C:12]2[C:4](=[CH:5][C:6](=[CH:10][CH:11]=2)[CH2:7][CH:8]=[CH2:9])[O:3][CH2:2]1.ClC1C=C(C=CC=1)C(OO)=[O:18], predict the reaction product.